This data is from Full USPTO retrosynthesis dataset with 1.9M reactions from patents (1976-2016). The task is: Predict the reactants needed to synthesize the given product. (1) The reactants are: [N:1]1[CH:6]=[CH:5][CH:4]=[N:3][C:2]=1[N:7]1[CH2:12][CH2:11][N:10]([C:13]2[CH:22]=[CH:21][C:16]([C:17]([NH:19][NH2:20])=[O:18])=[CH:15][CH:14]=2)[CH2:9][CH2:8]1.N1C=CC=CC=1.Cl[C:30]([C:32]1[CH:41]=[CH:40][C:35]([C:36]([O:38][CH3:39])=[O:37])=[CH:34][CH:33]=1)=[O:31].O. Given the product [N:1]1[CH:6]=[CH:5][CH:4]=[N:3][C:2]=1[N:7]1[CH2:8][CH2:9][N:10]([C:13]2[CH:14]=[CH:15][C:16]([C:17]([NH:19][NH:20][C:30]([C:32]3[CH:41]=[CH:40][C:35]([C:36]([O:38][CH3:39])=[O:37])=[CH:34][CH:33]=3)=[O:31])=[O:18])=[CH:21][CH:22]=2)[CH2:11][CH2:12]1, predict the reactants needed to synthesize it. (2) Given the product [CH3:13][O:14][C:15](=[O:19])[C:16]([NH:11][CH2:1]/[CH:2]=[C:3](/[CH3:4])\[CH2:5][CH2:6][CH:7]=[C:8]([CH3:10])[CH3:9])=[O:17], predict the reactants needed to synthesize it. The reactants are: [CH2:1]([NH2:11])/[CH:2]=[C:3](\[CH2:5][CH2:6][CH:7]=[C:8]([CH3:10])[CH3:9])/[CH3:4].[Cl-].[CH3:13][O:14][C:15](=[O:19])[C:16](O)=[O:17]. (3) Given the product [F:1][C:2]1[CH:7]=[CH:6][C:5]([CH2:8][C:9]([N:22]2[CH2:26][CH2:25][C:24]([C:27]3[CH:32]=[CH:31][C:30]([OH:33])=[CH:29][CH:28]=3)=[N:23]2)=[O:11])=[C:4]([C:12]([F:15])([F:14])[F:13])[CH:3]=1, predict the reactants needed to synthesize it. The reactants are: [F:1][C:2]1[CH:7]=[CH:6][C:5]([CH2:8][C:9]([OH:11])=O)=[C:4]([C:12]([F:15])([F:14])[F:13])[CH:3]=1.C(Cl)(=O)C(Cl)=O.[NH:22]1[CH2:26][CH2:25][C:24]([C:27]2[CH:32]=[CH:31][C:30]([OH:33])=[CH:29][CH:28]=2)=[N:23]1. (4) Given the product [Cl:1][C:2]1[C:3]([O:30][C@H:31]2[CH2:36][CH2:35][CH2:34][CH2:33][C@H:32]2[C:37]2[N:41]([CH3:42])[N:40]=[CH:39][CH:38]=2)=[CH:4][C:5]([F:29])=[C:6]([S:8]([NH:11][C:12]2[CH:17]=[CH:16][N:15]=[CH:14][N:13]=2)(=[O:10])=[O:9])[CH:7]=1, predict the reactants needed to synthesize it. The reactants are: [Cl:1][C:2]1[C:3]([O:30][C@H:31]2[CH2:36][CH2:35][CH2:34][CH2:33][C@H:32]2[C:37]2[N:41]([CH3:42])[N:40]=[CH:39][CH:38]=2)=[CH:4][C:5]([F:29])=[C:6]([S:8]([N:11](CC2C=CC(OC)=CC=2OC)[C:12]2[CH:17]=[CH:16][N:15]=[CH:14][N:13]=2)(=[O:10])=[O:9])[CH:7]=1.C([SiH](CC)CC)C.FC(F)(F)C(O)=O. (5) The reactants are: [CH2:1]([O:5][C:6]1[CH:11]=[CH:10][C:9]([CH2:12][C@H:13]([NH:18][C:19]([C@H:21]([C@@:39]([OH:47])([CH2:43][C:44](O)=O)[C:40]([OH:42])=[O:41])/[CH:22]=[CH:23]/[CH2:24][CH2:25][CH2:26][CH2:27][CH2:28][CH2:29][C:30](=[O:38])[CH2:31][CH2:32][CH2:33][CH2:34][CH2:35][CH2:36][CH3:37])=[O:20])[C:14]([O:16][CH3:17])=[O:15])=[CH:8][CH:7]=1)[C:2]#[C:3][CH3:4].[C:48](=O)([O-])[O-].[K+].[K+].[OH2:54].[Cl-].[Na+].[CH3:57][OH:58]. Given the product [C:57]([O:58][CH2:44][CH2:43][C@:39]([OH:47])([C@@H:21]([C:19](=[O:20])[NH:18][C@H:13]([C:14]([O:16][CH3:17])=[O:15])[CH2:12][C:9]1[CH:10]=[CH:11][C:6]([O:5][CH2:1][C:2]#[C:3][CH3:4])=[CH:7][CH:8]=1)/[CH:22]=[CH:23]/[CH2:24][CH2:25][CH2:26][CH2:27][CH2:28][CH2:29][C:30](=[O:38])[CH2:31][CH2:32][CH2:33][CH2:34][CH2:35][CH2:36][CH3:37])[C:40]([OH:42])=[O:41])(=[O:54])[CH3:48], predict the reactants needed to synthesize it. (6) The reactants are: [Cl-].[Al+3].[Cl-].[Cl-].[C:5]([O:8][C:9]1[CH:14]=[CH:13][C:12]([C:15]2[CH:20]=[CH:19][CH:18]=[CH:17][CH:16]=2)=[CH:11][C:10]=1[CH2:21][CH2:22][CH3:23])(=[O:7])[CH3:6].[F:24][C:25]1[CH:38]=[CH:37][CH:36]=[C:35]([F:39])[C:26]=1[C:27]([NH:29][CH:30](OC)[CH2:31][Cl:32])=[O:28]. Given the product [F:24][C:25]1[CH:38]=[CH:37][CH:36]=[C:35]([F:39])[C:26]=1[C:27]([NH:29][CH:30]([C:18]1[CH:19]=[CH:20][C:15]([C:12]2[CH:13]=[CH:14][C:9]([O:8][C:5](=[O:7])[CH3:6])=[C:10]([CH2:21][CH2:22][CH3:23])[CH:11]=2)=[CH:16][CH:17]=1)[CH2:31][Cl:32])=[O:28], predict the reactants needed to synthesize it. (7) Given the product [OH:42][C:37]1[CH:38]=[CH:39][CH:40]=[CH:41][C:36]=1[CH2:35][C:13]1[C:14]([CH:18]([OH:19])[C:20]2[CH:25]=[CH:24][C:23]([O:26][CH2:27][CH2:28][N:29]3[CH2:30][CH2:31][CH2:32][CH2:33][CH2:34]3)=[CH:22][CH:21]=2)=[C:15]2[C:10](=[CH:11][CH:12]=1)[CH:9]=[C:8]([OH:7])[CH:17]=[CH:16]2, predict the reactants needed to synthesize it. The reactants are: [H-].[H-].[H-].[H-].[Li+].[Al+3].[OH:7][C:8]1[CH:9]=[C:10]2[C:15](=[CH:16][CH:17]=1)[C:14]([C:18]([C:20]1[CH:25]=[CH:24][C:23]([O:26][CH2:27][CH2:28][N:29]3[CH2:34][CH2:33][CH2:32][CH2:31][CH2:30]3)=[CH:22][CH:21]=1)=[O:19])=[C:13]([CH2:35][C:36]1[CH:41]=[CH:40][CH:39]=[CH:38][C:37]=1[OH:42])[CH:12]=[CH:11]2.